Task: Predict the product of the given reaction.. Dataset: Forward reaction prediction with 1.9M reactions from USPTO patents (1976-2016) (1) Given the reactants C(=O)([O-])[O-].[K+].[K+].[Cl:7][C:8]1[N:13]=[C:12]2[N:14]=[CH:15][NH:16][C:11]2=[C:10]([Cl:17])[CH:9]=1.Br[CH2:19][C:20]1[C:29]2[C:24](=[CH:25][CH:26]=[CH:27][CH:28]=2)[CH:23]=[CH:22][CH:21]=1, predict the reaction product. The product is: [Cl:7][C:8]1[N:13]=[C:12]2[N:14]([CH2:19][C:20]3[C:29]4[C:24](=[CH:25][CH:26]=[CH:27][CH:28]=4)[CH:23]=[CH:22][CH:21]=3)[CH:15]=[N:16][C:11]2=[C:10]([Cl:17])[CH:9]=1. (2) Given the reactants CS(Cl)(=O)=O.[Cl:6][C:7]1[C:8]([C:13]2[CH:21]=[C:20]([C:22]([F:25])([F:24])[F:23])[CH:19]=[CH:18][C:14]=2[C:15]([OH:17])=O)=[N:9][CH:10]=[CH:11][CH:12]=1.C(N(CC)CC)C.[NH2:33][C:34]1[C:42]([CH3:43])=[CH:41][C:40]([Cl:44])=[CH:39][C:35]=1[C:36](O)=[O:37], predict the reaction product. The product is: [Cl:44][C:40]1[CH:41]=[C:42]([CH3:43])[C:34]2[N:33]=[C:15]([C:14]3[CH:18]=[CH:19][C:20]([C:22]([F:25])([F:24])[F:23])=[CH:21][C:13]=3[C:8]3[C:7]([Cl:6])=[CH:12][CH:11]=[CH:10][N:9]=3)[O:17][C:36](=[O:37])[C:35]=2[CH:39]=1. (3) The product is: [CH2:1]([CH:8]1[C:17]2[C:12](=[CH:13][C:14]([O:18][CH3:19])=[CH:15][CH:16]=2)[CH2:11][CH2:10][N:9]1[CH:20]([C:24]1[CH:29]=[CH:28][CH:27]=[CH:26][CH:25]=1)[C:21]([NH2:31])=[O:22])[C:2]1[CH:7]=[CH:6][CH:5]=[CH:4][CH:3]=1. Given the reactants [CH2:1]([CH:8]1[C:17]2[C:12](=[CH:13][C:14]([O:18][CH3:19])=[CH:15][CH:16]=2)[CH2:11][CH2:10][N:9]1[CH:20]([C:24]1[CH:29]=[CH:28][CH:27]=[CH:26][CH:25]=1)[C:21](O)=[O:22])[C:2]1[CH:7]=[CH:6][CH:5]=[CH:4][CH:3]=1.[Br-].[NH4+:31], predict the reaction product. (4) Given the reactants [CH:1]([C:4]1[CH:5]=[C:6]([CH:25]=[CH:26][C:27]=1[O:28]C)[O:7][C:8]1[C:22]([Cl:23])=[CH:21][C:11]([CH:12]=[N:13][O:14][CH2:15][C:16]([O:18]CC)=[O:17])=[CH:10][C:9]=1[Cl:24])([CH3:3])[CH3:2].B(Br)(Br)Br, predict the reaction product. The product is: [Cl:23][C:22]1[CH:21]=[C:11]([CH:10]=[C:9]([Cl:24])[C:8]=1[O:7][C:6]1[CH:25]=[CH:26][C:27]([OH:28])=[C:4]([CH:1]([CH3:2])[CH3:3])[CH:5]=1)[CH:12]=[N:13][O:14][CH2:15][C:16]([OH:18])=[O:17]. (5) Given the reactants [C:1]([O:4][CH2:5][C:6]1[C:11](B2OC(C)(C)C(C)(C)O2)=[CH:10][C:9]([F:21])=[CH:8][C:7]=1[N:22]1[CH2:34][CH2:33][N:25]2[C:26]3[CH2:27][CH2:28][CH2:29][CH2:30][C:31]=3[CH:32]=[C:24]2[C:23]1=[O:35])(=[O:3])[CH3:2].Br[C:37]1[CH:38]=[C:39]([NH:45][C:46]2[CH:51]=[CH:50][C:49]([N:52]3[CH2:57][CH2:56][N:55]([CH3:58])[C@@H:54]([CH3:59])[CH2:53]3)=[CH:48][N:47]=2)[C:40](=[O:44])[N:41]([CH3:43])[CH:42]=1, predict the reaction product. The product is: [C:1]([O:4][CH2:5][C:6]1[C:7]([N:22]2[CH2:34][CH2:33][N:25]3[C:26]4[CH2:27][CH2:28][CH2:29][CH2:30][C:31]=4[CH:32]=[C:24]3[C:23]2=[O:35])=[CH:8][C:9]([F:21])=[CH:10][C:11]=1[C:37]1[CH:38]=[C:39]([NH:45][C:46]2[CH:51]=[CH:50][C:49]([N:52]3[CH2:57][CH2:56][N:55]([CH3:58])[C@@H:54]([CH3:59])[CH2:53]3)=[CH:48][N:47]=2)[C:40](=[O:44])[N:41]([CH3:43])[CH:42]=1)(=[O:3])[CH3:2]. (6) The product is: [CH2:1]([NH:8][C:9]1[CH:14]=[C:13]([NH:20][C:21]2[CH:26]=[CH:25][CH:24]=[CH:23][CH:22]=2)[N:12]=[CH:11][C:10]=1[CH2:16][C:17]([NH2:19])=[O:18])[C:2]1[CH:7]=[CH:6][CH:5]=[CH:4][CH:3]=1. Given the reactants [CH2:1]([NH:8][C:9]1[CH:14]=[C:13](Cl)[N:12]=[CH:11][C:10]=1[CH2:16][C:17]([NH2:19])=[O:18])[C:2]1[CH:7]=[CH:6][CH:5]=[CH:4][CH:3]=1.[NH2:20][C:21]1[CH:26]=[CH:25][CH:24]=[CH:23][CH:22]=1.CS(O)(=O)=O, predict the reaction product. (7) Given the reactants Br[C:2]1[CH:3]=[C:4]([C:8]2[C:9]3[C:14]([C:15]([C:22]4[CH:27]=[CH:26][CH:25]=[CH:24][CH:23]=4)=[C:16]4[C:21]=2[CH:20]=[CH:19][CH:18]=[CH:17]4)=[CH:13][CH:12]=[CH:11][CH:10]=3)[CH:5]=[CH:6][CH:7]=1.[CH:28]1[C:36]2[C:35]3[CH:37]=[CH:38][CH:39]=[CH:40][C:34]=3[O:33][C:32]=2[C:31]([C:41]2[CH:42]=[CH:43][C:44]3[NH:45][C:46]4[C:51]([C:52]=3[CH:53]=2)=[CH:50][CH:49]=[CH:48][CH:47]=4)=[CH:30][CH:29]=1.CC(C)([O-])C.[Na+].C(P(C(C)(C)C)C(C)(C)C)(C)(C)C, predict the reaction product. The product is: [CH:28]1[C:36]2[C:35]3[CH:37]=[CH:38][CH:39]=[CH:40][C:34]=3[O:33][C:32]=2[C:31]([C:41]2[CH:42]=[CH:43][C:44]3[N:45]([C:6]4[CH:7]=[CH:2][CH:3]=[C:4]([C:8]5[C:21]6[C:16]([C:15]([C:22]7[CH:27]=[CH:26][CH:25]=[CH:24][CH:23]=7)=[C:14]7[C:9]=5[CH:10]=[CH:11][CH:12]=[CH:13]7)=[CH:17][CH:18]=[CH:19][CH:20]=6)[CH:5]=4)[C:46]4[C:51]([C:52]=3[CH:53]=2)=[CH:50][CH:49]=[CH:48][CH:47]=4)=[CH:30][CH:29]=1. (8) Given the reactants C[O:2][C:3](=[O:32])[CH2:4][O:5][C:6]1[CH:15]=[CH:14][C:13]([Cl:16])=[C:12]2[C:7]=1[C:8]([O:28][CH:29]([F:31])[F:30])=[C:9]([CH2:19][C:20]1[CH:25]=[CH:24][C:23]([Cl:26])=[CH:22][C:21]=1[F:27])[C:10]([CH2:17][CH3:18])=[N:11]2.[OH-].[Li+], predict the reaction product. The product is: [Cl:16][C:13]1[CH:14]=[CH:15][C:6]([O:5][CH2:4][C:3]([OH:32])=[O:2])=[C:7]2[C:12]=1[N:11]=[C:10]([CH2:17][CH3:18])[C:9]([CH2:19][C:20]1[CH:25]=[CH:24][C:23]([Cl:26])=[CH:22][C:21]=1[F:27])=[C:8]2[O:28][CH:29]([F:30])[F:31].